This data is from NCI-60 drug combinations with 297,098 pairs across 59 cell lines. The task is: Regression. Given two drug SMILES strings and cell line genomic features, predict the synergy score measuring deviation from expected non-interaction effect. Drug 1: CN1C(=O)N2C=NC(=C2N=N1)C(=O)N. Drug 2: COC1=NC(=NC2=C1N=CN2C3C(C(C(O3)CO)O)O)N. Cell line: DU-145. Synergy scores: CSS=2.12, Synergy_ZIP=-0.162, Synergy_Bliss=-4.81, Synergy_Loewe=-3.69, Synergy_HSA=-6.63.